Dataset: NCI-60 drug combinations with 297,098 pairs across 59 cell lines. Task: Regression. Given two drug SMILES strings and cell line genomic features, predict the synergy score measuring deviation from expected non-interaction effect. (1) Drug 1: CNC(=O)C1=CC=CC=C1SC2=CC3=C(C=C2)C(=NN3)C=CC4=CC=CC=N4. Drug 2: C(CN)CNCCSP(=O)(O)O. Cell line: SK-MEL-28. Synergy scores: CSS=9.11, Synergy_ZIP=3.27, Synergy_Bliss=6.40, Synergy_Loewe=3.11, Synergy_HSA=3.02. (2) Drug 1: C1=CC(=CC=C1CC(C(=O)O)N)N(CCCl)CCCl.Cl. Drug 2: COC1=C2C(=CC3=C1OC=C3)C=CC(=O)O2. Cell line: TK-10. Synergy scores: CSS=5.82, Synergy_ZIP=-1.48, Synergy_Bliss=1.91, Synergy_Loewe=-0.845, Synergy_HSA=-0.789. (3) Drug 1: CC1=C(C(CCC1)(C)C)C=CC(=CC=CC(=CC(=O)O)C)C. Drug 2: C1CNP(=O)(OC1)N(CCCl)CCCl. Cell line: NCIH23. Synergy scores: CSS=-2.99, Synergy_ZIP=2.10, Synergy_Bliss=1.49, Synergy_Loewe=-5.89, Synergy_HSA=-5.46. (4) Drug 1: COC1=C(C=C2C(=C1)N=CN=C2NC3=CC(=C(C=C3)F)Cl)OCCCN4CCOCC4. Drug 2: C(=O)(N)NO. Cell line: T-47D. Synergy scores: CSS=16.4, Synergy_ZIP=-0.103, Synergy_Bliss=2.32, Synergy_Loewe=-29.1, Synergy_HSA=1.22. (5) Drug 1: CC1C(C(CC(O1)OC2CC(CC3=C2C(=C4C(=C3O)C(=O)C5=C(C4=O)C(=CC=C5)OC)O)(C(=O)CO)O)N)O.Cl. Drug 2: C1CCC(C(C1)N)N.C(=O)(C(=O)[O-])[O-].[Pt+4]. Cell line: NCI-H522. Synergy scores: CSS=17.6, Synergy_ZIP=-9.62, Synergy_Bliss=-4.56, Synergy_Loewe=-3.66, Synergy_HSA=-0.0356. (6) Drug 1: C1=CC=C(C=C1)NC(=O)CCCCCCC(=O)NO. Drug 2: CC12CCC3C(C1CCC2O)C(CC4=C3C=CC(=C4)O)CCCCCCCCCS(=O)CCCC(C(F)(F)F)(F)F. Cell line: SW-620. Synergy scores: CSS=8.43, Synergy_ZIP=-0.951, Synergy_Bliss=1.15, Synergy_Loewe=4.30, Synergy_HSA=1.46.